Dataset: CYP2C19 inhibition data for predicting drug metabolism from PubChem BioAssay. Task: Regression/Classification. Given a drug SMILES string, predict its absorption, distribution, metabolism, or excretion properties. Task type varies by dataset: regression for continuous measurements (e.g., permeability, clearance, half-life) or binary classification for categorical outcomes (e.g., BBB penetration, CYP inhibition). Dataset: cyp2c19_veith. (1) The compound is Cn1c(C(=O)N2COCC2(C)C)cc2c(=O)n3ccccc3nc21. The result is 0 (non-inhibitor). (2) The molecule is CC[N+](C)(C)Cc1ccccc1Br.Cc1ccc(S(=O)(=O)[O-])cc1. The result is 0 (non-inhibitor). (3) The drug is O=c1nc(N2CCOCC2)ccn1-c1nc(-c2ccccc2)oc1-c1ccccc1. The result is 0 (non-inhibitor). (4) The result is 0 (non-inhibitor). The molecule is C=CCSC[C@@H]1Nc2cc(Cl)c(S(N)(=O)=O)cc2S(=O)(=O)N1. (5) The molecule is CC[C@H](CN(C)C)C(=O)c1ccco1. The result is 0 (non-inhibitor).